Task: Predict which catalyst facilitates the given reaction.. Dataset: Catalyst prediction with 721,799 reactions and 888 catalyst types from USPTO (1) Reactant: [CH:1]1([NH2:6])[CH2:5][CH2:4][CH2:3][CH2:2]1.C(=O)([O-])[O-].[K+].[K+].Cl[C:14]1[C:19]([C:20]([F:23])([F:22])[F:21])=[CH:18][N:17]=[C:16]([NH:24][C:25]2[CH:30]=[CH:29][CH:28]=[C:27]([CH:31]([CH3:33])[CH3:32])[CH:26]=2)[N:15]=1.O. Product: [CH:1]1([NH:6][C:18]2[C:19]([C:20]([F:23])([F:21])[F:22])=[CH:14][N:15]=[C:16]([NH:24][C:25]3[CH:30]=[CH:29][CH:28]=[C:27]([CH:31]([CH3:33])[CH3:32])[CH:26]=3)[N:17]=2)[CH2:5][CH2:4][CH2:3][CH2:2]1. The catalyst class is: 10. (2) Reactant: [N:1]1([C:6]2[CH:11]=[CH:10][C:9]([CH2:12][C@@H:13]([NH:17][C:18]3[CH:23]=[C:22]([NH:24][C:25]4[S:29][N:28]=[C:27]([CH3:30])[CH:26]=4)[C:21]([C:31]#[N:32])=[CH:20][C:19]=3[F:33])[C:14]([NH2:16])=[O:15])=[CH:8][CH:7]=2)[CH:5]=[CH:4][N:3]=[CH:2]1.[OH-].[Na+].OO.CC(O)=[O:40]. Product: [N:1]1([C:6]2[CH:11]=[CH:10][C:9]([CH2:12][C@@H:13]([NH:17][C:18]3[C:19]([F:33])=[CH:20][C:21]([C:31]([NH2:32])=[O:40])=[C:22]([NH:24][C:25]4[S:29][N:28]=[C:27]([CH3:30])[CH:26]=4)[CH:23]=3)[C:14]([NH2:16])=[O:15])=[CH:8][CH:7]=2)[CH:5]=[CH:4][N:3]=[CH:2]1. The catalyst class is: 593. (3) Reactant: [F:1][C:2]1[CH:10]=[C:9]([N+:11]([O-])=O)[CH:8]=[CH:7][C:3]=1[C:4]([OH:6])=[O:5].C(O)(=O)C. Product: [NH2:11][C:9]1[CH:8]=[CH:7][C:3]([C:4]([OH:6])=[O:5])=[C:2]([F:1])[CH:10]=1. The catalyst class is: 43. (4) Reactant: C([O:3][C:4]([C:6]1[CH:7]=[N:8][C:9]2[C:14]([CH:15]=1)=[C:13]([N:16]1[CH2:21][CH2:20][C:19]([F:23])([F:22])[CH2:18][CH2:17]1)[CH:12]=[N:11][CH:10]=2)=[O:5])C.O1CCOCC1.[OH-].[Li+]. Product: [F:23][C:19]1([F:22])[CH2:20][CH2:21][N:16]([C:13]2[CH:12]=[N:11][CH:10]=[C:9]3[C:14]=2[CH:15]=[C:6]([C:4]([OH:5])=[O:3])[CH:7]=[N:8]3)[CH2:17][CH2:18]1. The catalyst class is: 6. (5) Reactant: [C:1]1([C:9]([CH:11]([C:13]2[CH:20]=[CH:19][C:16]([O:17][CH3:18])=[CH:15][CH:14]=2)[OH:12])=[O:10])[CH:8]=[CH:7][C:4]([O:5][CH3:6])=[CH:3][CH:2]=1.[Br:21][CH2:22][C:23](O)=[O:24]. Product: [CH3:18][O:17][C:16]1[CH:15]=[CH:14][C:13]([CH:11]([O:12][C:23](=[O:24])[CH2:22][Br:21])[C:9]([C:1]2[CH:2]=[CH:3][C:4]([O:5][CH3:6])=[CH:7][CH:8]=2)=[O:10])=[CH:20][CH:19]=1. The catalyst class is: 79. (6) Reactant: [CH:1]([N:4]([CH3:29])[C:5]1[C:6]([C:19]2[CH:28]=[CH:27][C:22]3[N:23]([CH3:26])[N:24]=[N:25][C:21]=3[CH:20]=2)=[N:7][C:8]2[C:13]([N:14]=1)=[CH:12][C:11]([C:15]([O:17]C)=[O:16])=[CH:10][CH:9]=2)([CH3:3])[CH3:2].[OH-].[Na+].O. Product: [CH:1]([N:4]([CH3:29])[C:5]1[C:6]([C:19]2[CH:28]=[CH:27][C:22]3[N:23]([CH3:26])[N:24]=[N:25][C:21]=3[CH:20]=2)=[N:7][C:8]2[C:13]([N:14]=1)=[CH:12][C:11]([C:15]([OH:17])=[O:16])=[CH:10][CH:9]=2)([CH3:3])[CH3:2]. The catalyst class is: 5. (7) Reactant: Br[C:2]1[C:7]([F:8])=[CH:6][C:5]([N:9]2[C:18]3[C:13](=[CH:14][C:15]([S:19]([O:22][C:23]4[C:28]([F:29])=[C:27]([F:30])[C:26]([F:31])=[C:25]([F:32])[C:24]=4[F:33])(=[O:21])=[O:20])=[CH:16][CH:17]=3)[CH:12]=[CH:11][C:10]2=[O:34])=[C:4]([O:35][CH3:36])[CH:3]=1.[Cl:37][C:38]1[CH:39]=[C:40](B(O)O)[CH:41]=[C:42]([F:44])[CH:43]=1.C(=O)([O-])[O-].[K+].[K+]. Product: [Cl:37][C:38]1[CH:39]=[C:40]([C:2]2[CH:3]=[C:4]([O:35][CH3:36])[C:5]([N:9]3[C:18]4[C:13](=[CH:14][C:15]([S:19]([O:22][C:23]5[C:24]([F:33])=[C:25]([F:32])[C:26]([F:31])=[C:27]([F:30])[C:28]=5[F:29])(=[O:21])=[O:20])=[CH:16][CH:17]=4)[CH:12]=[CH:11][C:10]3=[O:34])=[CH:6][C:7]=2[F:8])[CH:41]=[C:42]([F:44])[CH:43]=1. The catalyst class is: 462. (8) Reactant: [CH3:1][O:2][C:3]1[CH:4]=[C:5]2[C:10](=[CH:11][C:12]=1[O:13][CH3:14])[N:9]=[CH:8][N:7]=[C:6]2[N:15]1[CH2:20][CH2:19][NH:18][CH2:17][CH2:16]1.C(N(CC)CC)C.[C:28]1([N:34]([C:38]2[CH:43]=[CH:42][CH:41]=[CH:40][CH:39]=2)[C:35](Cl)=[O:36])[CH:33]=[CH:32][CH:31]=[CH:30][CH:29]=1.O. Product: [CH3:1][O:2][C:3]1[CH:4]=[C:5]2[C:10](=[CH:11][C:12]=1[O:13][CH3:14])[N:9]=[CH:8][N:7]=[C:6]2[N:15]1[CH2:16][CH2:17][N:18]([C:35]([N:34]([C:28]2[CH:33]=[CH:32][CH:31]=[CH:30][CH:29]=2)[C:38]2[CH:43]=[CH:42][CH:41]=[CH:40][CH:39]=2)=[O:36])[CH2:19][CH2:20]1. The catalyst class is: 9.